This data is from Forward reaction prediction with 1.9M reactions from USPTO patents (1976-2016). The task is: Predict the product of the given reaction. (1) Given the reactants [F:1][C:2]([F:16])([F:15])[C:3]1[CH:4]=[C:5]([CH:8]=[C:9]([C:11]([F:14])([F:13])[F:12])[CH:10]=1)[CH:6]=O.[CH3:17][N:18]1[N:22]=[N:21][C:20]([NH2:23])=[N:19]1.C(O)C.[BH4-].[Na+], predict the reaction product. The product is: [F:1][C:2]([F:16])([F:15])[C:3]1[CH:4]=[C:5]([CH:8]=[C:9]([C:11]([F:14])([F:13])[F:12])[CH:10]=1)[CH2:6][NH:23][C:20]1[N:21]=[N:22][N:18]([CH3:17])[N:19]=1. (2) Given the reactants C[Si](I)(C)C.[CH:6]([C@H:9]1[CH2:14][CH2:13][C@H:12]([NH:15][C:16]2[C:25]3[C:20](=[CH:21][CH:22]=[CH:23][CH:24]=3)[C:19]([CH2:26][C:27]3[CH:28]=[N:29][C:30]([O:33]C)=[CH:31][CH:32]=3)=[CH:18][N:17]=2)[CH2:11][CH2:10]1)([CH3:8])[CH3:7], predict the reaction product. The product is: [CH:6]([C@H:9]1[CH2:10][CH2:11][C@H:12]([NH:15][C:16]2[C:25]3[C:20](=[CH:21][CH:22]=[CH:23][CH:24]=3)[C:19]([CH2:26][C:27]3[CH:28]=[N:29][C:30]([OH:33])=[CH:31][CH:32]=3)=[CH:18][N:17]=2)[CH2:13][CH2:14]1)([CH3:8])[CH3:7]. (3) Given the reactants [CH3:1][S:2]([N:5]1[CH2:10][CH2:9][CH2:8][C@H:7]([NH:11][C:12]2[C:17]([C:18]3[N:19]=[C:20]4[CH:26]=[CH:25][N:24](COCC[Si](C)(C)C)[C:21]4=[N:22][CH:23]=3)=[CH:16][N:15]=[C:14](S(C)(=O)=O)[N:13]=2)[CH2:6]1)(=[O:4])=[O:3].[OH-].[NH4+:40], predict the reaction product. The product is: [CH3:1][S:2]([N:5]1[CH2:10][CH2:9][CH2:8][C@H:7]([NH:11][C:12]2[C:17]([C:18]3[N:19]=[C:20]4[CH:26]=[CH:25][NH:24][C:21]4=[N:22][CH:23]=3)=[CH:16][N:15]=[C:14]([NH2:40])[N:13]=2)[CH2:6]1)(=[O:3])=[O:4]. (4) Given the reactants [C:1]([O:4]C1C=C(Cl)C(OC2C=CC(NC(=O)C)=C(Br)C=2)=C(Cl)C=1C)(=[O:3])[CH3:2].C(O[C:30]1[CH:35]=[C:34]([Cl:36])[C:33]([O:37][C:38]2[CH:43]=[CH:42][C:41]([NH:44][C:45](=[O:47])[CH3:46])=[C:40]([C:48]3[CH:53]=[CH:52][CH:51]=[CH:50][CH:49]=3)[CH:39]=2)=[C:32]([Cl:54])[C:31]=1C)(=O)C, predict the reaction product. The product is: [Cl:36][C:34]1[CH:35]=[C:30]([CH2:2][C:1]([OH:4])=[O:3])[CH:31]=[C:32]([Cl:54])[C:33]=1[O:37][C:38]1[CH:43]=[CH:42][C:41]([NH:44][C:45](=[O:47])[CH3:46])=[C:40]([C:48]2[CH:49]=[CH:50][CH:51]=[CH:52][CH:53]=2)[CH:39]=1. (5) Given the reactants [C:1]([NH:9][C:10]1[CH:15]=[C:14]([C:16](=O)[CH3:17])[CH:13]=[C:12]([C:19](=O)[CH3:20])[CH:11]=1)(=[O:8])[C:2]1[CH:7]=[CH:6][CH:5]=[CH:4][CH:3]=1.[C:22]([NH:25][NH2:26])([NH2:24])=[NH:23].[ClH:27].Cl, predict the reaction product. The product is: [ClH:27].[ClH:27].[C:22]([NH:25][N:26]=[C:16]([C:14]1[CH:13]=[C:12]([C:19](=[N:26][NH:25][C:22](=[NH:23])[NH2:24])[CH3:20])[CH:11]=[C:10]([CH:15]=1)[NH:9][C:1](=[O:8])[C:2]1[CH:7]=[CH:6][CH:5]=[CH:4][CH:3]=1)[CH3:17])(=[NH:24])[NH2:23]. (6) Given the reactants [Cl:1][C:2]1[O:6][C:5]([CH2:7][C:8](OC)=[O:9])=[C:4]([C:12](OC)=[O:13])[CH:3]=1.[AlH4-].[Li+].C1COCC1, predict the reaction product. The product is: [Cl:1][C:2]1[O:6][C:5]([CH2:7][CH2:8][OH:9])=[C:4]([CH2:12][OH:13])[CH:3]=1. (7) Given the reactants [F:1][C:2]1[CH:7]=[CH:6][C:5]([C:8]2[C:17]([C:18]3[CH:23]=[CH:22][C:21](=[O:24])[N:20]([C:25]4[CH:30]=[CH:29][CH:28]=[CH:27][C:26]=4[CH3:31])[N:19]=3)=[C:11]3[NH:12][CH2:13][C:14](=O)[CH2:15][N:10]3[N:9]=2)=[CH:4][CH:3]=1.Cl.[NH2:33][OH:34].C(Cl)(Cl)Cl, predict the reaction product. The product is: [F:1][C:2]1[CH:3]=[CH:4][C:5]([C:8]2[C:17]([C:18]3[CH:23]=[CH:22][C:21](=[O:24])[N:20]([C:25]4[CH:30]=[CH:29][CH:28]=[CH:27][C:26]=4[CH3:31])[N:19]=3)=[C:11]3[NH:12][CH2:13][C:14](=[N:33][OH:34])[CH2:15][N:10]3[N:9]=2)=[CH:6][CH:7]=1. (8) Given the reactants [Br:1][C:2]1[N:3]=[C:4]([CH:12]2[CH2:17][CH2:16][N:15]3[C:18]([C:21]([F:24])([F:23])[F:22])=[N:19][N:20]=[C:14]3[CH2:13]2)[N:5]2[CH:10]=[CH:9][N:8]=[C:7](Cl)[C:6]=12.[NH3:25].CC(O)C, predict the reaction product. The product is: [Br:1][C:2]1[N:3]=[C:4]([CH:12]2[CH2:17][CH2:16][N:15]3[C:18]([C:21]([F:24])([F:23])[F:22])=[N:19][N:20]=[C:14]3[CH2:13]2)[N:5]2[CH:10]=[CH:9][N:8]=[C:7]([NH2:25])[C:6]=12.